Task: Predict the reactants needed to synthesize the given product.. Dataset: Full USPTO retrosynthesis dataset with 1.9M reactions from patents (1976-2016) (1) Given the product [C:1]([O:5][C:6]([NH:8][C@H:9]([C:27]([O:29][C:30]([CH3:33])([CH3:32])[CH3:31])=[O:28])[CH2:10][C@H:11]([CH2:19][C:20]1[CH:25]=[CH:24][C:23]([O:26][CH2:64][C:52]2([CH2:51][O:50][S:47]([C:44]3[CH:43]=[CH:42][C:41]([CH3:40])=[CH:46][CH:45]=3)(=[O:48])=[O:49])[CH2:57][O:56][CH:55]([C:58]3[CH:59]=[CH:60][CH:61]=[CH:62][CH:63]=3)[O:54][CH2:53]2)=[CH:22][CH:21]=1)[C:12]([O:14][C:15]([CH3:16])([CH3:18])[CH3:17])=[O:13])=[O:7])([CH3:2])([CH3:3])[CH3:4], predict the reactants needed to synthesize it. The reactants are: [C:1]([O:5][C:6]([NH:8][C@H:9]([C:27]([O:29][C:30]([CH3:33])([CH3:32])[CH3:31])=[O:28])[CH2:10][C@H:11]([CH2:19][C:20]1[CH:25]=[CH:24][C:23]([OH:26])=[CH:22][CH:21]=1)[C:12]([O:14][C:15]([CH3:18])([CH3:17])[CH3:16])=[O:13])=[O:7])([CH3:4])([CH3:3])[CH3:2].C(=O)([O-])[O-].[K+].[K+].[CH3:40][C:41]1[CH:46]=[CH:45][C:44]([S:47]([O:50][CH2:51][C:52]2([CH2:64]OS(C3C=CC(C)=CC=3)(=O)=O)[CH2:57][O:56][CH:55]([C:58]3[CH:63]=[CH:62][CH:61]=[CH:60][CH:59]=3)[O:54][CH2:53]2)(=[O:49])=[O:48])=[CH:43][CH:42]=1. (2) Given the product [CH3:33][O:32][C:30](=[O:31])[CH2:29][CH2:28][CH2:27][CH2:26][N:13]1[C:12]([C:18]2[CH:19]=[CH:20][C:21]([Cl:24])=[CH:22][CH:23]=2)=[C:11]2[C:15]([CH2:16][CH2:17][NH:8][CH2:9][CH2:10]2)=[N:14]1, predict the reactants needed to synthesize it. The reactants are: C(OC([N:8]1[CH2:17][CH2:16][C:15]2[NH:14][N:13]=[C:12]([C:18]3[CH:23]=[CH:22][C:21]([Cl:24])=[CH:20][CH:19]=3)[C:11]=2[CH2:10][CH2:9]1)=O)(C)(C)C.Cl[CH2:26][CH2:27][CH2:28][CH2:29][C:30]([O:32][CH3:33])=[O:31].C(OC(N1CCC2N(CCCCC(OC)=O)N=C(C3C=CC(Cl)=CC=3)C=2CC1)=O)(C)(C)C. (3) Given the product [CH3:9][O:8][C:6]1[C:5]([C@@:10]2([CH3:17])[CH2:15][CH2:14][NH:12][C:11]2=[O:16])=[CH:4][CH:3]=[C:2]([C:22]2[CH:23]=[N:24][C:25]3[C:20]([CH:21]=2)=[C:19]([CH3:18])[CH:28]=[CH:27][CH:26]=3)[N:7]=1, predict the reactants needed to synthesize it. The reactants are: Cl[C:2]1[N:7]=[C:6]([O:8][CH3:9])[C:5]([C@@:10]2([CH3:17])[CH2:15][CH2:14]C[NH:12][C:11]2=[O:16])=[CH:4][CH:3]=1.[CH3:18][C:19]1[CH:28]=[CH:27][CH:26]=[C:25]2[C:20]=1[CH:21]=[C:22](B1OC(C)(C)C(C)(C)O1)[CH:23]=[N:24]2.C([O-])([O-])=O.[Na+].[Na+].O1CCOCC1. (4) The reactants are: [F:1][CH:2]([F:35])[O:3][C:4]1[CH:5]=[C:6]([CH:14]([N:19]2[CH2:27][C:26]3[C:21](=[C:22]([NH:28][C:29]([CH:31]4[CH2:33][CH2:32]4)=[O:30])[CH:23]=[CH:24][CH:25]=3)[C:20]2=[O:34])[CH2:15][C:16](O)=[O:17])[CH:7]=[CH:8][C:9]=1[O:10][CH:11]([F:13])[F:12].C(N1C=CN=C1)([N:38]1C=CN=C1)=O.[OH-].[NH4+].O. Given the product [F:1][CH:2]([F:35])[O:3][C:4]1[CH:5]=[C:6]([CH:14]([N:19]2[C:20](=[O:34])[C:21]3[C:26](=[CH:25][CH:24]=[CH:23][C:22]=3[NH:28][C:29]([CH:31]3[CH2:33][CH2:32]3)=[O:30])[CH2:27]2)[CH2:15][C:16](=[O:17])[NH2:38])[CH:7]=[CH:8][C:9]=1[O:10][CH:11]([F:13])[F:12], predict the reactants needed to synthesize it.